This data is from Full USPTO retrosynthesis dataset with 1.9M reactions from patents (1976-2016). The task is: Predict the reactants needed to synthesize the given product. (1) Given the product [C:20]([O:14][CH2:13][C@H:12]([C:11]1[C:2]([Br:1])=[C:3]2[C:8](=[CH:9][C:10]=1[CH3:16])[N:7]=[C:6]([CH3:17])[CH:5]=[CH:4]2)[OH:15])(=[O:21])[C:19]([CH3:24])([CH3:23])[CH3:18], predict the reactants needed to synthesize it. The reactants are: [Br:1][C:2]1[C:11]([C@H:12]([OH:15])[CH2:13][OH:14])=[C:10]([CH3:16])[CH:9]=[C:8]2[C:3]=1[CH:4]=[CH:5][C:6]([CH3:17])=[N:7]2.[CH3:18][C:19]([CH3:24])([CH3:23])[C:20](Cl)=[O:21]. (2) Given the product [CH3:20][C:16]1[CH:15]=[C:14]([N:11]2[CH2:12][CH2:13][NH:8][CH2:9][CH2:10]2)[CH:19]=[CH:18][N:17]=1, predict the reactants needed to synthesize it. The reactants are: C([N:8]1[CH2:13][CH2:12][N:11]([C:14]2[CH:19]=[CH:18][N:17]=[C:16]([CH3:20])[CH:15]=2)[CH2:10][CH2:9]1)C1C=CC=CC=1. (3) Given the product [O:1]=[C:2]1[C:8]2[CH:9]=[CH:10][CH:11]=[CH:12][C:7]=2[S:6][CH2:5][CH:4]2[CH2:13][CH2:14][CH:15]([C:17]([OH:19])=[O:18])[CH2:16][N:3]12, predict the reactants needed to synthesize it. The reactants are: [O:1]=[C:2]1[C:8]2[CH:9]=[CH:10][CH:11]=[CH:12][C:7]=2[S:6][CH2:5][C@@H:4]2[CH2:13][CH2:14][C@H:15]([C:17]([O:19]C)=[O:18])[CH2:16][N:3]12.[OH-].[Na+]. (4) Given the product [NH2:33][C:30]1[CH:29]=[CH:28][C:27]([N:21]2[CH2:26][CH2:25][CH2:24][CH2:23][CH2:22]2)=[CH:32][C:31]=1[C:2]1[CH:7]=[C:6]([NH:8][C:9](=[O:20])[C:10]2[CH:15]=[CH:14][CH:13]=[C:12]([C:16]([F:19])([F:18])[F:17])[CH:11]=2)[CH:5]=[CH:4][N:3]=1, predict the reactants needed to synthesize it. The reactants are: Cl[C:2]1[CH:7]=[C:6]([NH:8][C:9](=[O:20])[C:10]2[CH:15]=[CH:14][CH:13]=[C:12]([C:16]([F:19])([F:18])[F:17])[CH:11]=2)[CH:5]=[CH:4][N:3]=1.[N:21]1([C:27]2[CH:32]=[CH:31][C:30]([NH2:33])=[C:29](B3OC(C)(C)C(C)(C)O3)[CH:28]=2)[CH2:26][CH2:25][CH2:24][CH2:23][CH2:22]1.CC(C1C=C(C(C)C)C(C2C=CC=CC=2P(C2CCCCC2)C2CCCCC2)=C(C(C)C)C=1)C. (5) Given the product [CH3:48][C:33]1[CH:34]=[C:35]([NH:37][C:38]2[CH:43]=[C:42]([C:44]([F:46])([F:47])[F:45])[CH:41]=[CH:40][N:39]=2)[N:36]=[C:31]([C:29]2[N:24]=[N:25][N:2]([C:3]3([C:6]([O:8][CH3:9])=[O:7])[CH2:5][CH2:4]3)[CH:30]=2)[CH:32]=1, predict the reactants needed to synthesize it. The reactants are: Cl.[NH2:2][C:3]1([C:6]([O:8][CH3:9])=[O:7])[CH2:5][CH2:4]1.C(N(CC)C(C)C)(C)C.FC(F)(F)S([N:24]=[N+:25]=[N-])(=O)=O.[C:29]([C:31]1[N:36]=[C:35]([NH:37][C:38]2[CH:43]=[C:42]([C:44]([F:47])([F:46])[F:45])[CH:41]=[CH:40][N:39]=2)[CH:34]=[C:33]([CH3:48])[CH:32]=1)#[CH:30].O=C1O[C@H]([C@H](CO)O)C([O-])=C1O.[Na+]. (6) Given the product [ClH:4].[CH2:21]([N:20]1[C:29](=[O:31])[CH:15]2[N:14]([CH2:7][C:8]3[CH:13]=[CH:12][CH:11]=[CH:10][CH:9]=3)[CH:18]([CH2:17][CH2:16]2)[C:19]1=[O:28])[C:22]1[CH:27]=[CH:26][CH:25]=[CH:24][CH:23]=1, predict the reactants needed to synthesize it. The reactants are: C(Cl)(=O)C([Cl:4])=O.[CH2:7]([N:14]1[C@H:18]([C:19](=[O:28])[NH:20][CH2:21][C:22]2[CH:27]=[CH:26][CH:25]=[CH:24][CH:23]=2)[CH2:17][CH2:16][C@@H:15]1[C:29]([OH:31])=O)[C:8]1[CH:13]=[CH:12][CH:11]=[CH:10][CH:9]=1.